This data is from NCI-60 drug combinations with 297,098 pairs across 59 cell lines. The task is: Regression. Given two drug SMILES strings and cell line genomic features, predict the synergy score measuring deviation from expected non-interaction effect. (1) Drug 1: CN(C)N=NC1=C(NC=N1)C(=O)N. Drug 2: C1=CC(=CC=C1C#N)C(C2=CC=C(C=C2)C#N)N3C=NC=N3. Cell line: NCI-H460. Synergy scores: CSS=11.3, Synergy_ZIP=0.330, Synergy_Bliss=8.58, Synergy_Loewe=3.17, Synergy_HSA=4.34. (2) Drug 1: C1=CC(=CC=C1CC(C(=O)O)N)N(CCCl)CCCl.Cl. Drug 2: CS(=O)(=O)CCNCC1=CC=C(O1)C2=CC3=C(C=C2)N=CN=C3NC4=CC(=C(C=C4)OCC5=CC(=CC=C5)F)Cl. Cell line: KM12. Synergy scores: CSS=-3.59, Synergy_ZIP=-0.137, Synergy_Bliss=-3.45, Synergy_Loewe=-4.83, Synergy_HSA=-5.49. (3) Drug 1: C1CCC(C1)C(CC#N)N2C=C(C=N2)C3=C4C=CNC4=NC=N3. Drug 2: C1CC(=O)NC(=O)C1N2C(=O)C3=CC=CC=C3C2=O. Cell line: SF-295. Synergy scores: CSS=3.37, Synergy_ZIP=-1.30, Synergy_Bliss=-1.80, Synergy_Loewe=-2.00, Synergy_HSA=-1.95. (4) Synergy scores: CSS=11.2, Synergy_ZIP=-0.416, Synergy_Bliss=4.12, Synergy_Loewe=1.50, Synergy_HSA=1.87. Drug 1: CC1=C(C=C(C=C1)NC2=NC=CC(=N2)N(C)C3=CC4=NN(C(=C4C=C3)C)C)S(=O)(=O)N.Cl. Drug 2: C1CCC(CC1)NC(=O)N(CCCl)N=O. Cell line: OVCAR-5. (5) Cell line: MOLT-4. Drug 2: C1C(C(OC1N2C=NC(=NC2=O)N)CO)O. Drug 1: CS(=O)(=O)CCNCC1=CC=C(O1)C2=CC3=C(C=C2)N=CN=C3NC4=CC(=C(C=C4)OCC5=CC(=CC=C5)F)Cl. Synergy scores: CSS=45.3, Synergy_ZIP=-1.51, Synergy_Bliss=-4.14, Synergy_Loewe=-33.3, Synergy_HSA=-2.37. (6) Drug 1: CC(C)NC(=O)C1=CC=C(C=C1)CNNC.Cl. Drug 2: CCC1(C2=C(COC1=O)C(=O)N3CC4=CC5=C(C=CC(=C5CN(C)C)O)N=C4C3=C2)O.Cl. Cell line: 786-0. Synergy scores: CSS=0.456, Synergy_ZIP=-12.5, Synergy_Bliss=-24.3, Synergy_Loewe=-47.6, Synergy_HSA=-24.1.